Regression. Given a peptide amino acid sequence and an MHC pseudo amino acid sequence, predict their binding affinity value. This is MHC class II binding data. From a dataset of Peptide-MHC class II binding affinity with 134,281 pairs from IEDB. (1) The peptide sequence is VRFSWLSLLVPFVQW. The MHC is HLA-DPA10201-DPB10101 with pseudo-sequence HLA-DPA10201-DPB10101. The binding affinity (normalized) is 0.523. (2) The peptide sequence is AAATAGTTDYGAFAA. The MHC is HLA-DPA10103-DPB10601 with pseudo-sequence HLA-DPA10103-DPB10601. The binding affinity (normalized) is 0. (3) The peptide sequence is TESHVKISRTIYRGVSP. The MHC is DRB1_0401 with pseudo-sequence DRB1_0401. The binding affinity (normalized) is 0.240.